From a dataset of Full USPTO retrosynthesis dataset with 1.9M reactions from patents (1976-2016). Predict the reactants needed to synthesize the given product. (1) Given the product [CH3:12][CH:11]([N:8]1[C:9]2[CH:10]=[C:2]([C:35]3[C:30]([CH3:29])=[N:31][CH:32]=[CH:33][CH:34]=3)[CH:3]=[C:4]([C:14]([NH:16][CH2:17][C:18]3[C:19](=[O:28])[NH:20][C:21]([CH3:27])=[CH:22][C:23]=3[CH2:24][CH2:25][CH3:26])=[O:15])[C:5]=2[CH:6]=[N:7]1)[CH3:13], predict the reactants needed to synthesize it. The reactants are: Br[C:2]1[CH:3]=[C:4]([C:14]([NH:16][CH2:17][C:18]2[C:19](=[O:28])[NH:20][C:21]([CH3:27])=[CH:22][C:23]=2[CH2:24][CH2:25][CH3:26])=[O:15])[C:5]2[CH:6]=[N:7][N:8]([CH:11]([CH3:13])[CH3:12])[C:9]=2[CH:10]=1.[CH3:29][C:30]1[C:35](B(O)O)=[CH:34][CH:33]=[CH:32][N:31]=1. (2) Given the product [N:10]1([CH2:2][C:3]([C:5]2[S:6][CH:7]=[CH:8][N:9]=2)=[O:4])[CH:14]=[CH:13][N:12]=[CH:11]1, predict the reactants needed to synthesize it. The reactants are: Br[CH2:2][C:3]([C:5]1[S:6][CH:7]=[CH:8][N:9]=1)=[O:4].[NH:10]1[CH:14]=[CH:13][N:12]=[CH:11]1. (3) Given the product [CH3:1][C:2]([CH2:16][CH2:17][CH:18]=[C:19]([CH3:31])[CH2:20][CH2:21][CH:22]=[C:23]([CH3:30])[CH2:24][CH2:25][CH:26]=[C:27]([CH3:29])[CH3:28])=[CH:3][CH2:4][CH2:5][C:6]([O:8][CH2:9][C@@H:10]([C@@H:12]([CH2:14][OH:15])[OH:13])[OH:11])=[O:7].[OH2:7], predict the reactants needed to synthesize it. The reactants are: [CH3:1][C:2]([CH2:16][CH2:17][CH:18]=[C:19]([CH3:31])[CH2:20][CH2:21][CH:22]=[C:23]([CH3:30])[CH2:24][CH2:25][CH:26]=[C:27]([CH3:29])[CH3:28])=[CH:3][CH2:4][CH2:5][C:6]([O:8][CH2:9][C@@H:10]([C@@H:12]([CH2:14][OH:15])[OH:13])[OH:11])=[O:7]. (4) Given the product [Br:1][C:2]1[CH:3]=[CH:4][C:5]([O:10][C:19](=[S:20])[N:18]([CH3:22])[CH3:17])=[C:6]([CH:7]=[O:8])[CH:9]=1, predict the reactants needed to synthesize it. The reactants are: [Br:1][C:2]1[CH:9]=[C:6]([CH:7]=[O:8])[C:5]([OH:10])=[CH:4][CH:3]=1.C(=O)([O-])[O-].[K+].[K+].[CH3:17][N:18]([CH3:22])[C:19](Cl)=[S:20]. (5) Given the product [O:24]=[C:19]1[CH:20]=[CH:21][CH:22]=[CH:23][N:18]1[C:15]1[CH:14]=[CH:13][C:12]([NH:11][C:9](=[O:10])[CH2:8][C:7]([OH:25])=[O:6])=[CH:17][CH:16]=1, predict the reactants needed to synthesize it. The reactants are: O[Li].O.C([O:6][C:7](=[O:25])[CH2:8][C:9]([NH:11][C:12]1[CH:17]=[CH:16][C:15]([N:18]2[CH:23]=[CH:22][CH:21]=[CH:20][C:19]2=[O:24])=[CH:14][CH:13]=1)=[O:10])C. (6) Given the product [CH3:1][NH:2][S:12]([C:9]1[S:8][C:7]([NH2:6])=[N:11][CH:10]=1)(=[O:14])=[O:13], predict the reactants needed to synthesize it. The reactants are: [CH3:1][NH2:2].C([NH:6][C:7]1[S:8][C:9]([S:12](Cl)(=[O:14])=[O:13])=[CH:10][N:11]=1)(=O)C. (7) Given the product [N-:41]([S:42]([C:45]([F:48])([F:46])[F:47])(=[O:44])=[O:43])[S:49]([C:52]([F:55])([F:54])[F:53])(=[O:51])=[O:50].[CH2:2]([N+:18]1[CH:22]=[CH:21][N:20]([CH2:23][C:24]2[CH:29]=[CH:28][C:27]([C:30]3[O:31][C:32]([C:35]4[CH:40]=[CH:39][CH:38]=[CH:37][CH:36]=4)=[CH:33][N:34]=3)=[CH:26][CH:25]=2)[CH:19]=1)[CH2:3][CH2:4][CH2:5][CH2:6][CH2:7][CH2:8][CH2:9][CH2:10][CH2:11][CH2:12][CH2:13][CH2:14][CH2:15][CH2:16][CH3:17], predict the reactants needed to synthesize it. The reactants are: [Br-].[CH2:2]([N+:18]1[CH:22]=[CH:21][N:20]([CH2:23][C:24]2[CH:29]=[CH:28][C:27]([C:30]3[O:31][C:32]([C:35]4[CH:40]=[CH:39][CH:38]=[CH:37][CH:36]=4)=[CH:33][N:34]=3)=[CH:26][CH:25]=2)[CH:19]=1)[CH2:3][CH2:4][CH2:5][CH2:6][CH2:7][CH2:8][CH2:9][CH2:10][CH2:11][CH2:12][CH2:13][CH2:14][CH2:15][CH2:16][CH3:17].[N-:41]([S:49]([C:52]([F:55])([F:54])[F:53])(=[O:51])=[O:50])[S:42]([C:45]([F:48])([F:47])[F:46])(=[O:44])=[O:43].[Li+]. (8) Given the product [C:31]([C:9]1[CH:8]=[CH:7][C:6]([C:18]2[CH2:19][CH2:20][N:21]([C:24]([O:26][C:27]([CH3:30])([CH3:29])[CH3:28])=[O:25])[CH2:22][CH:23]=2)=[CH:5][C:4]=1[CH:1]([CH3:3])[CH3:2])#[N:32], predict the reactants needed to synthesize it. The reactants are: [CH:1]([C:4]1[CH:5]=[C:6]([C:18]2[CH2:19][CH2:20][N:21]([C:24]([O:26][C:27]([CH3:30])([CH3:29])[CH3:28])=[O:25])[CH2:22][CH:23]=2)[CH:7]=[CH:8][C:9]=1OS(C(F)(F)F)(=O)=O)([CH3:3])[CH3:2].[CH3:31][N:32](C=O)C. (9) Given the product [CH3:1][O:2][C:3](=[O:18])[C:4]1[CH:9]=[CH:8][C:7]([CH2:10][N:19]2[CH2:23][CH2:22][CH2:21][CH2:20]2)=[CH:6][C:5]=1[O:11][CH2:12][CH2:13][CH2:14][CH2:15][O:16][CH3:17], predict the reactants needed to synthesize it. The reactants are: [CH3:1][O:2][C:3](=[O:18])[C:4]1[CH:9]=[CH:8][C:7]([CH3:10])=[CH:6][C:5]=1[O:11][CH2:12][CH2:13][CH2:14][CH2:15][O:16][CH3:17].[NH:19]1[CH2:23][CH2:22][CH2:21][CH2:20]1.